This data is from Forward reaction prediction with 1.9M reactions from USPTO patents (1976-2016). The task is: Predict the product of the given reaction. (1) Given the reactants [CH3:1][N:2]([CH2:4][C:5]1[CH:10]=[CH:9][CH:8]=[CH:7][C:6]=1[N+:11]([O-:13])=[O:12])[CH3:3].[I:14][CH3:15], predict the reaction product. The product is: [I-:14].[CH3:3][N+:2]([CH3:15])([CH3:1])[CH2:4][C:5]1[CH:10]=[CH:9][CH:8]=[CH:7][C:6]=1[N+:11]([O-:13])=[O:12]. (2) Given the reactants [CH3:1][O:2][C:3]([CH:5]1[CH2:9][N:8]([C:10]([O:12][CH2:13][C:14]2[CH:19]=[CH:18][CH:17]=[CH:16][CH:15]=2)=[O:11])[CH:7]2[CH2:20][CH2:21][N:22](C(OC(C)(C)C)=O)[CH:6]12)=[O:4].C(O)(C(F)(F)F)=O, predict the reaction product. The product is: [CH3:1][O:2][C:3]([CH:5]1[CH2:9][N:8]([C:10]([O:12][CH2:13][C:14]2[CH:15]=[CH:16][CH:17]=[CH:18][CH:19]=2)=[O:11])[CH:7]2[CH2:20][CH2:21][NH:22][CH:6]12)=[O:4].